From a dataset of Full USPTO retrosynthesis dataset with 1.9M reactions from patents (1976-2016). Predict the reactants needed to synthesize the given product. (1) Given the product [CH2:57]([O:56][C:54](=[O:55])[CH2:53][N:48]1[C:49]2[C:44](=[C:43]([NH:42][C:14]3[C:19]([C:20]([F:21])([F:23])[F:22])=[CH:18][N:17]=[C:16]([NH:24][C:25]4[CH:39]=[CH:38][C:28]([CH2:29][P:30]([O:34][CH2:35][CH3:36])([O:31][CH2:32][CH3:33])=[O:37])=[CH:27][C:26]=4[O:40][CH3:41])[N:15]=3)[CH:52]=[CH:51][CH:50]=2)[C:45](=[O:60])[C:46]([CH3:59])=[CH:47]1)[CH3:58], predict the reactants needed to synthesize it. The reactants are: NC1C=CC(F)=CC=1C(NC)=O.Cl[C:14]1[C:19]([C:20]([F:23])([F:22])[F:21])=[CH:18][N:17]=[C:16]([NH:24][C:25]2[CH:39]=[CH:38][C:28]([CH2:29][P:30](=[O:37])([O:34][CH2:35][CH3:36])[O:31][CH2:32][CH3:33])=[CH:27][C:26]=2[O:40][CH3:41])[N:15]=1.[NH2:42][C:43]1[CH:52]=[CH:51][CH:50]=[C:49]2[C:44]=1[C:45](=[O:60])[C:46]([CH3:59])=[CH:47][N:48]2[CH2:53][C:54]([O:56][CH2:57][CH3:58])=[O:55]. (2) Given the product [Br:1][C:2]1[N:3]=[C:4]2[C:15]([OH:22])=[C:16]([C:17]([O:19][CH2:20][CH3:21])=[O:18])[CH:8]=[N:7][N:5]2[CH:6]=1, predict the reactants needed to synthesize it. The reactants are: [Br:1][C:2]1[N:3]=[C:4]([C:15](=[O:22])[CH2:16][C:17]([O:19][CH2:20][CH3:21])=[O:18])[N:5]([NH:7][C:8](OC(C)(C)C)=O)[CH:6]=1.CN(C(OC)OC)C. (3) Given the product [Cl:11][C:12]1[CH:18]=[CH:17][CH:16]=[C:15]([Cl:19])[C:13]=1[N:14]=[CH:9][C:2]1[CH:3]=[CH:4][CH:5]=[C:6]([CH:7]=[N:14][C:13]2[C:12]([Cl:11])=[CH:18][CH:17]=[CH:16][C:15]=2[Cl:19])[N:1]=1, predict the reactants needed to synthesize it. The reactants are: [N:1]1[C:6]([CH:7]=O)=[CH:5][CH:4]=[CH:3][C:2]=1[CH:9]=O.[Cl:11][C:12]1[CH:18]=[CH:17][CH:16]=[C:15]([Cl:19])[C:13]=1[NH2:14]. (4) Given the product [CH3:12][NH:13][C:14]([NH:1][C:2]1[CH:3]=[CH:4][C:5]2[O:9][CH2:8][C:7](=[O:10])[C:6]=2[CH:11]=1)=[O:15], predict the reactants needed to synthesize it. The reactants are: [NH2:1][C:2]1[CH:3]=[CH:4][C:5]2[O:9][CH2:8][C:7](=[O:10])[C:6]=2[CH:11]=1.[CH3:12][N:13]=[C:14]=[O:15]. (5) Given the product [Cl:17][C:4]1[N:3]=[C:2]2[N:19]([CH3:18])[N:20]=[C:8]([CH:9]([CH2:12][CH3:13])[CH2:10][CH3:11])[C:7]2=[CH:6][C:5]=1[CH2:15][CH3:16], predict the reactants needed to synthesize it. The reactants are: Cl[C:2]1[C:7]([C:8](=O)[CH:9]([CH2:12][CH3:13])[CH2:10][CH3:11])=[CH:6][C:5]([CH2:15][CH3:16])=[C:4]([Cl:17])[N:3]=1.[CH3:18][NH:19][NH2:20]. (6) Given the product [CH2:33]1[CH2:6][O:7][C:8]2([CH2:13][CH2:12][C@H:11]3[C@H:14]4[C@H:24]([CH2:25][CH2:26][C@:9]23[CH3:10])[C@:22]2([CH3:23])[C:17]([CH2:18][C@H:19]([O:27][C:28](=[O:30])[CH3:29])[CH2:20][CH2:21]2)=[CH:16][C@@H:15]4[OH:31])[O:32]1, predict the reactants needed to synthesize it. The reactants are: C1COCC1.[CH2:6]1[CH2:33][O:32][C:8]2([CH2:13][CH2:12][C@H:11]3[C@H:14]4[C@H:24]([CH2:25][CH2:26][C@:9]23[CH3:10])[C@:22]2([CH3:23])[C:17]([CH2:18][C@H:19]([O:27][C:28](=[O:30])[CH3:29])[CH2:20][CH2:21]2)=[CH:16][C:15]4=[O:31])[O:7]1.[BH4-].[Na+].CC(C)=O.